Dataset: Full USPTO retrosynthesis dataset with 1.9M reactions from patents (1976-2016). Task: Predict the reactants needed to synthesize the given product. (1) Given the product [F:12][C:13]1[C:14]([C:34]2[CH:35]=[N:36][C:37]([O:9][CH2:8][CH2:7][CH2:6][N:1]3[CH2:5][CH2:4][CH2:3][CH2:2]3)=[CH:38][CH:39]=2)=[CH:15][C:16]2[C:17]3[N:25]([C@H:26]4[CH2:29][C@@H:28]([O:30][CH3:31])[CH2:27]4)[C:24](=[O:32])[N:23]([CH3:33])[C:18]=3[CH:19]=[N:20][C:21]=2[CH:22]=1, predict the reactants needed to synthesize it. The reactants are: [N:1]1([CH2:6][CH2:7][CH2:8][OH:9])[CH2:5][CH2:4][CH2:3][CH2:2]1.[H-].[Na+].[F:12][C:13]1[C:14]([C:34]2[CH:35]=[N:36][C:37](F)=[CH:38][CH:39]=2)=[CH:15][C:16]2[C:17]3[N:25]([C@H:26]4[CH2:29][C@@H:28]([O:30][CH3:31])[CH2:27]4)[C:24](=[O:32])[N:23]([CH3:33])[C:18]=3[CH:19]=[N:20][C:21]=2[CH:22]=1. (2) Given the product [ClH:1].[CH3:38][O:39][C:40](=[O:75])[C:41]1[CH:46]=[CH:45][C:44]([C:47]2[CH:56]=[CH:55][C:54]3[C:49](=[CH:50][CH:51]=[C:52]([OH:57])[CH:53]=3)[C:48]=2[O:59][C:60]2[CH:65]=[CH:64][C:63]([O:66][CH2:67][CH2:68][N:69]3[CH2:70][CH2:71][CH2:72][CH2:73][CH2:74]3)=[CH:62][CH:61]=2)=[CH:43][CH:42]=1, predict the reactants needed to synthesize it. The reactants are: [ClH:1].OC1C=C2C(=CC=1)C(OC1C=CC(OCCN3CCCCC3)=CC=1)=C(C1C=C(C=CC=1)C#N)C=C2.Cl.[CH3:38][O:39][C:40](=[O:75])[C:41]1[CH:46]=[CH:45][C:44]([C:47]2[CH:56]=[CH:55][C:54]3[C:49](=[CH:50][CH:51]=[C:52]([O:57]C)[CH:53]=3)[C:48]=2[O:59][C:60]2[CH:65]=[CH:64][C:63]([O:66][CH2:67][CH2:68][N:69]3[CH2:74][CH2:73][CH2:72][CH2:71][CH2:70]3)=[CH:62][CH:61]=2)=[CH:43][CH:42]=1. (3) Given the product [F:12][CH:11]([F:13])[O:10][C:4]1[C:3]([O:14][CH2:15][O:16][CH3:17])=[C:2]([C:32]2[CH:33]=[C:34]3[C:38](=[CH:39][CH:40]=2)[C:37](=[O:41])[O:36][CH2:35]3)[CH:7]=[CH:6][C:5]=1[O:8][CH3:9], predict the reactants needed to synthesize it. The reactants are: Br[C:2]1[CH:7]=[CH:6][C:5]([O:8][CH3:9])=[C:4]([O:10][CH:11]([F:13])[F:12])[C:3]=1[O:14][CH2:15][O:16][CH3:17].C(=O)([O-])[O-].[Cs+].[Cs+].CC1(C)C(C)(C)OB([C:32]2[CH:33]=[C:34]3[C:38](=[CH:39][CH:40]=2)[C:37](=[O:41])[O:36][CH2:35]3)O1. (4) Given the product [CH2:1]([N:4]1[CH2:9][CH:8]([C:10]2[CH:15]=[CH:14][C:13]([Cl:16])=[C:12]([Cl:17])[CH:11]=2)[C:7]2[CH:18]=[C:19]([N:23]3[CH2:28][CH2:27][O:26][CH2:25][CH2:24]3)[S:20][C:6]=2[C:5]1=[O:22])[CH:2]=[CH2:3], predict the reactants needed to synthesize it. The reactants are: [CH2:1]([N:4]1[CH2:9][CH:8]([C:10]2[CH:15]=[CH:14][C:13]([Cl:16])=[C:12]([Cl:17])[CH:11]=2)[C:7]2[CH:18]=[C:19](Br)[S:20][C:6]=2[C:5]1=[O:22])[CH:2]=[CH2:3].[NH:23]1[CH2:28][CH2:27][O:26][CH2:25][CH2:24]1.C(=O)([O-])[O-].[Cs+].[Cs+].C1(P(C2C=CC=CC=2)C2C3OC4C(=CC=CC=4P(C4C=CC=CC=4)C4C=CC=CC=4)C(C)(C)C=3C=CC=2)C=CC=CC=1. (5) The reactants are: [NH2:1][C:2]1[C:3](Cl)=[N:4][CH:5]=[N:6][C:7]=1[Cl:8].[CH3:10][O:11][C:12]1[CH:19]=[CH:18][C:15]([CH2:16][NH2:17])=[CH:14][CH:13]=1.C(N(C(C)C)CC)(C)C. Given the product [NH2:1][C:2]1[C:7]([Cl:8])=[N:6][CH:5]=[N:4][C:3]=1[NH:17][CH2:16][C:15]1[CH:18]=[CH:19][C:12]([O:11][CH3:10])=[CH:13][CH:14]=1, predict the reactants needed to synthesize it. (6) Given the product [N:10]1([C:7]2[CH:8]=[N:9][C:4]([NH2:1])=[CH:5][CH:6]=2)[CH2:11][CH2:12][CH2:13][CH2:14][CH2:15]1, predict the reactants needed to synthesize it. The reactants are: [N+:1]([C:4]1[N:9]=[CH:8][C:7]([N:10]2[CH2:15][CH2:14][CH2:13][CH2:12][CH2:11]2)=[CH:6][CH:5]=1)([O-])=O.O.C(O)(=O)C.